Dataset: Full USPTO retrosynthesis dataset with 1.9M reactions from patents (1976-2016). Task: Predict the reactants needed to synthesize the given product. (1) Given the product [C:30]([O:29][C:27]([N:15]([CH:11]1[CH2:10][C:9]2[CH:34]=[C:5]([C:3]([OH:4])=[O:2])[CH:6]=[CH:7][C:8]=2[CH2:14][CH2:13][CH2:12]1)[CH2:16][C@H:17]([OH:26])[CH2:18][O:19][C:20]1[CH:25]=[CH:24][CH:23]=[CH:22][CH:21]=1)=[O:28])([CH3:33])([CH3:31])[CH3:32], predict the reactants needed to synthesize it. The reactants are: C[O:2][C:3]([C:5]1[CH:6]=[CH:7][C:8]2[CH2:14][CH2:13][CH2:12][CH:11]([N:15]([C:27]([O:29][C:30]([CH3:33])([CH3:32])[CH3:31])=[O:28])[CH2:16][C@H:17]([OH:26])[CH2:18][O:19][C:20]3[CH:25]=[CH:24][CH:23]=[CH:22][CH:21]=3)[CH2:10][C:9]=2[CH:34]=1)=[O:4].[OH-].[Na+]. (2) Given the product [OH:2][CH2:1][C:3]1[CH:4]=[C:5](/[CH:8]=[CH:9]/[C:10]([O:12][CH3:13])=[O:11])[S:6][CH:7]=1, predict the reactants needed to synthesize it. The reactants are: [CH:1]([C:3]1[CH:4]=[C:5](/[CH:8]=[CH:9]/[C:10]([O:12][CH3:13])=[O:11])[S:6][CH:7]=1)=[O:2].[BH4-].[Na+]. (3) Given the product [N+:12]([C:4]1[CH:5]=[C:6]([CH:10]=[CH:11][C:3]=1[CH2:1][CH3:2])[C:7]([OH:9])=[O:8])([O-:14])=[O:13], predict the reactants needed to synthesize it. The reactants are: [CH2:1]([C:3]1[CH:11]=[CH:10][C:6]([C:7]([OH:9])=[O:8])=[CH:5][CH:4]=1)[CH3:2].[N+:12]([O-])([OH:14])=[O:13]. (4) Given the product [Cl:32][C:26]1[CH:27]=[C:28]([F:31])[CH:29]=[CH:30][C:25]=1[CH2:24][O:23][C:18]1[CH:19]=[CH:20][CH:21]=[CH:22][C:17]=1[C:12]1[N:11]([C:9]2[CH:8]=[N:7][CH:6]=[C:5]([CH:10]=2)[C:4]([OH:33])=[O:3])[C:15]([CH3:16])=[CH:14][CH:13]=1, predict the reactants needed to synthesize it. The reactants are: C([O:3][C:4](=[O:33])[C:5]1[CH:10]=[C:9]([N:11]2[C:15]([CH3:16])=[CH:14][CH:13]=[C:12]2[C:17]2[CH:22]=[CH:21][CH:20]=[CH:19][C:18]=2[O:23][CH2:24][C:25]2[CH:30]=[CH:29][C:28]([F:31])=[CH:27][C:26]=2[Cl:32])[CH:8]=[N:7][CH:6]=1)C.[OH-].[Na+].CCO. (5) Given the product [CH2:13]([S:12][C:8]([O:9][CH2:10][O:5][C:4]([CH:1]1[CH2:3][CH2:2]1)=[O:6])=[O:15])[CH3:14], predict the reactants needed to synthesize it. The reactants are: [CH:1]1([C:4]([OH:6])=[O:5])[CH2:3][CH2:2]1.O.[C:8](=[O:15])([S:12][CH2:13][CH3:14])[O:9][CH2:10]I. (6) Given the product [CH2:21]([CH:20]([C:19]1[C:14]2[N:15]([C:11]([C:3]3[S:4][C:5]4[C:6](=[N:7][CH:8]=[CH:9][CH:10]=4)[C:2]=3[C:28]#[N:29])=[C:12]([CH3:26])[N:13]=2)[N:16]=[C:17]([CH3:25])[CH:18]=1)[CH2:23][CH3:24])[CH3:22], predict the reactants needed to synthesize it. The reactants are: Br[C:2]1[C:6]2=[N:7][CH:8]=[CH:9][CH:10]=[C:5]2[S:4][C:3]=1[C:11]1[N:15]2[N:16]=[C:17]([CH3:25])[CH:18]=[C:19]([CH:20]([CH2:23][CH3:24])[CH2:21][CH3:22])[C:14]2=[N:13][C:12]=1[CH3:26].[Cu][C:28]#[N:29].CN(C=O)C.N. (7) The reactants are: Br[C:2]1[CH:11]=[CH:10][C:9]([CH3:12])=[CH:8][C:3]=1[C:4]([O:6][CH3:7])=[O:5].[CH3:13][C:14]1([CH3:30])[C:18]([CH3:20])([CH3:19])[O:17][B:16]([B:16]2[O:17][C:18]([CH3:20])([CH3:19])[C:14]([CH3:30])([CH3:13])[O:15]2)[O:15]1.C(O[K])(C)=O. Given the product [CH3:12][C:9]1[CH:10]=[CH:11][C:2]([B:16]2[O:17][C:18]([CH3:20])([CH3:19])[C:14]([CH3:30])([CH3:13])[O:15]2)=[C:3]([CH:8]=1)[C:4]([O:6][CH3:7])=[O:5], predict the reactants needed to synthesize it. (8) Given the product [CH3:11][C:12]1[O:16][C:15]([C:17]2[CH:22]=[CH:21][C:20]([CH3:23])=[CH:19][CH:18]=2)=[N:14][C:13]=1[CH:24]=[O:25], predict the reactants needed to synthesize it. The reactants are: CS(C)=O.C(Cl)(=O)C(Cl)=O.[CH3:11][C:12]1[O:16][C:15]([C:17]2[CH:22]=[CH:21][C:20]([CH3:23])=[CH:19][CH:18]=2)=[N:14][C:13]=1[CH2:24][OH:25].CCN(CC)CC.